This data is from Forward reaction prediction with 1.9M reactions from USPTO patents (1976-2016). The task is: Predict the product of the given reaction. (1) Given the reactants C(OC([N:8]([CH2:17][C:18]1[N:23]([CH2:24][CH2:25][C:26]2[CH:38]=[CH:37][C:29]([C:30]([O:32]C(C)(C)C)=[O:31])=[CH:28][CH:27]=2)[C:22](=[O:39])[C:21]([Cl:40])=[CH:20][C:19]=1[Cl:41])[C:9]1[CH:14]=[C:13]([CH2:15][CH3:16])[CH:12]=[CH:11][N:10]=1)=O)(C)(C)C.[F:42][C:43]([F:48])([F:47])[C:44]([OH:46])=[O:45], predict the reaction product. The product is: [F:42][C:43]([F:48])([F:47])[C:44]([OH:46])=[O:45].[Cl:40][C:21]1[C:22](=[O:39])[N:23]([CH2:24][CH2:25][C:26]2[CH:27]=[CH:28][C:29]([C:30]([OH:32])=[O:31])=[CH:37][CH:38]=2)[C:18]([CH2:17][NH:8][C:9]2[CH:14]=[C:13]([CH2:15][CH3:16])[CH:12]=[CH:11][N:10]=2)=[C:19]([Cl:41])[CH:20]=1. (2) Given the reactants C[O:2][C:3]([CH:5]1[C:13]2[C:8](=[CH:9][CH:10]=[CH:11][CH:12]=2)[N:7](C(OC(C)(C)C)=O)[CH2:6]1)=O.[Na].[NH4+].[Cl-].CCOC(C)=O, predict the reaction product. The product is: [NH:7]1[C:8]2[C:13](=[CH:12][CH:11]=[CH:10][CH:9]=2)[CH:5]([CH2:3][OH:2])[CH2:6]1. (3) Given the reactants C([O:8][CH2:9][CH2:10][CH2:11][C:12]1[N:20]([CH3:21])[C:15]2=[N:16][CH:17]=[CH:18][CH:19]=[C:14]2[N:13]=1)C1C=CC=CC=1.C(O)=O, predict the reaction product. The product is: [CH3:21][N:20]1[C:15]2=[N:16][CH:17]=[CH:18][CH:19]=[C:14]2[N:13]=[C:12]1[CH2:11][CH2:10][CH2:9][OH:8]. (4) Given the reactants [Br:1][C:2]1[CH:3]=[C:4]([C:9]([O:11][CH2:12][CH3:13])=[O:10])[C:5]([CH3:8])=[N:6][CH:7]=1.[Se](=O)=[O:15], predict the reaction product. The product is: [Br:1][C:2]1[CH:3]=[C:4]([C:9]([O:11][CH2:12][CH3:13])=[O:10])[C:5]([CH:8]=[O:15])=[N:6][CH:7]=1. (5) The product is: [CH2:1]([N:8]1[CH2:13][CH2:12][CH:11]([NH:14][C:20](=[O:21])[C:19]2[CH:23]=[CH:24][C:16]([F:15])=[CH:17][CH:18]=2)[CH2:10][CH2:9]1)[C:2]1[CH:3]=[CH:4][CH:5]=[CH:6][CH:7]=1. Given the reactants [CH2:1]([N:8]1[CH2:13][CH2:12][CH:11]([NH2:14])[CH2:10][CH2:9]1)[C:2]1[CH:7]=[CH:6][CH:5]=[CH:4][CH:3]=1.[F:15][C:16]1[CH:24]=[CH:23][C:19]([C:20](Cl)=[O:21])=[CH:18][CH:17]=1, predict the reaction product. (6) Given the reactants [Cl:1][C:2]1[C:3]([C:30]([F:33])([F:32])[F:31])=[C:4]([N:8]2[CH2:13][CH2:12][N:11]([CH2:14][CH2:15][CH2:16][CH2:17][O:18][C:19]3[N:28]=[C:27]4[C:22]([CH:23]=[CH:24][C:25](=[O:29])[NH:26]4)=[CH:21][CH:20]=3)[CH2:10][CH2:9]2)[CH:5]=[CH:6][CH:7]=1.C1COCC1.Cl.C(O)(C(F)(F)F)=O, predict the reaction product. The product is: [ClH:1].[Cl:1][C:2]1[C:3]([C:30]([F:33])([F:31])[F:32])=[C:4]([N:8]2[CH2:9][CH2:10][N:11]([CH2:14][CH2:15][CH2:16][CH2:17][O:18][C:19]3[N:28]=[C:27]4[C:22]([CH:23]=[CH:24][C:25](=[O:29])[NH:26]4)=[CH:21][CH:20]=3)[CH2:12][CH2:13]2)[CH:5]=[CH:6][CH:7]=1. (7) Given the reactants [CH3:1][N:2]([CH2:25][CH2:26][CH2:27][C:28](O)=[O:29])[C:3]([C:5]1[CH:6]=[C:7]2[C:15](=[CH:16][CH:17]=1)[N:14]([CH3:18])[C:13]1[CH2:12][CH2:11][C@@H:10]([CH:19]3[CH2:24][CH2:23][O:22][CH2:21][CH2:20]3)[CH2:9][C:8]2=1)=[O:4].[CH3:31][O:32][CH2:33][CH2:34][NH2:35].F[P-](F)(F)(F)(F)F.N1(OC(N(C)C)=[N+](C)C)C2N=CC=CC=2N=N1.C(N(CC)C(C)C)(C)C, predict the reaction product. The product is: [CH3:31][O:32][CH2:33][CH2:34][NH:35][C:28](=[O:29])[CH2:27][CH2:26][CH2:25][N:2]([CH3:1])[C:3]([C:5]1[CH:6]=[C:7]2[C:15](=[CH:16][CH:17]=1)[N:14]([CH3:18])[C:13]1[CH2:12][CH2:11][C@@H:10]([CH:19]3[CH2:20][CH2:21][O:22][CH2:23][CH2:24]3)[CH2:9][C:8]2=1)=[O:4].